This data is from Reaction yield outcomes from USPTO patents with 853,638 reactions. The task is: Predict the reaction yield, written as a fraction of the theoretical maximum amount of product (1.0 means a 100% yield; for example, 0.34 means a 34% yield). (1) The reactants are [N+:1]([C:4]1[CH:5]=[C:6]2[C:10](=[CH:11][CH:12]=1)[C:9](=[O:13])[N:8]([CH2:14][C:15]([O:17][CH2:18][C:19]1[CH:24]=[CH:23][CH:22]=[CH:21][CH:20]=1)=[O:16])[C:7]2=[O:25])([O-])=O.[Cl-].[NH4+]. The catalyst is C(O)C.O.[Fe]. The product is [NH2:1][C:4]1[CH:5]=[C:6]2[C:10](=[CH:11][CH:12]=1)[C:9](=[O:13])[N:8]([CH2:14][C:15]([O:17][CH2:18][C:19]1[CH:20]=[CH:21][CH:22]=[CH:23][CH:24]=1)=[O:16])[C:7]2=[O:25]. The yield is 0.945. (2) The reactants are Cl[C:2]1[C:3]2[N:4]([C:8]([C:18]3[CH:23]=[CH:22][N:21]=[C:20]([NH:24][CH:25]4[CH2:29][CH2:28][CH2:27][CH2:26]4)[N:19]=3)=[C:9]([C:11]3[CH:16]=[CH:15][C:14]([F:17])=[CH:13][CH:12]=3)[N:10]=2)[CH:5]=[CH:6][CH:7]=1.C1(P(C2C=CC=CC=2)C2C=CC3C(=CC=CC=3)C=2C2C3C(=CC=CC=3)C=CC=2P(C2C=CC=CC=2)C2C=CC=CC=2)C=CC=CC=1.C(=O)([O-])[O-].[Cs+].[Cs+].C(OCC)(=O)C.[CH:88]1([NH2:93])[CH2:92][CH2:91][CH2:90][CH2:89]1. The catalyst is C([O-])(=O)C.[Pd+2].C([O-])(=O)C.O. The product is [CH:88]1([NH:93][C:2]2[C:3]3[N:4]([C:8]([C:18]4[CH:23]=[CH:22][N:21]=[C:20]([NH:24][CH:25]5[CH2:29][CH2:28][CH2:27][CH2:26]5)[N:19]=4)=[C:9]([C:11]4[CH:16]=[CH:15][C:14]([F:17])=[CH:13][CH:12]=4)[N:10]=3)[CH:5]=[CH:6][CH:7]=2)[CH2:92][CH2:91][CH2:90][CH2:89]1. The yield is 0.550.